Dataset: Catalyst prediction with 721,799 reactions and 888 catalyst types from USPTO. Task: Predict which catalyst facilitates the given reaction. (1) Reactant: Br[C:2]1[CH:7]=[C:6]([F:8])[CH:5]=[C:4]([Br:9])[CH:3]=1.C([Mg]Cl)(C)C.CN(C)[CH:17]=[O:18]. Product: [Br:9][C:4]1[CH:3]=[C:2]([CH:7]=[C:6]([F:8])[CH:5]=1)[CH:17]=[O:18]. The catalyst class is: 7. (2) Reactant: [N:1](OCCC(C)C)=[O:2].[F:9][C:10]1[CH:11]=[C:12]2[C:16](=[CH:17][CH:18]=1)[NH:15][CH2:14][C:13]2([CH3:20])[CH3:19].O. Product: [F:9][C:10]1[CH:11]=[C:12]2[C:16](=[CH:17][CH:18]=1)[N:15]([N:1]=[O:2])[CH2:14][C:13]2([CH3:20])[CH3:19]. The catalyst class is: 2. (3) Reactant: Cl[C:2]1[N:7]=[N:6][C:5]([N:8]2[CH2:13][CH2:12][CH:11]([CH2:14][NH:15]C(=O)C(F)(F)F)[CH2:10][CH2:9]2)=[CH:4][C:3]=1[C:22]1[CH:31]=[CH:30][C:29]2[C:24](=[CH:25][CH:26]=[CH:27][CH:28]=2)[CH:23]=1.ClC1N=NC(Cl)=CC=1C1C=CC2C(=CC=CC=2)C=1.FC(F)(F)C(NCC1CCNCC1)=O.C(N(C(C)C)CC)(C)C. Product: [CH:23]1[C:24]2[C:29](=[CH:28][CH:27]=[CH:26][CH:25]=2)[CH:30]=[CH:31][C:22]=1[C:3]1[CH:4]=[C:5]([N:8]2[CH2:13][CH2:12][CH:11]([CH2:14][NH2:15])[CH2:10][CH2:9]2)[N:6]=[N:7][CH:2]=1. The catalyst class is: 58.